From a dataset of Full USPTO retrosynthesis dataset with 1.9M reactions from patents (1976-2016). Predict the reactants needed to synthesize the given product. (1) Given the product [CH2:20]([N:5]([CH2:2][CH2:3][CH3:4])[CH2:6][CH2:7][CH2:8][CH2:9][NH:10][CH2:11][C:12]1[CH:13]=[CH:14][C:15]([CH2:16][NH2:17])=[CH:18][CH:19]=1)[CH2:21][CH3:22], predict the reactants needed to synthesize it. The reactants are: Cl.[CH2:2]([N:5]([CH2:20][CH2:21][CH3:22])[CH2:6][CH2:7][CH2:8][CH2:9][NH:10][CH2:11][C:12]1[CH:19]=[CH:18][C:15]([CH2:16][NH2:17])=[CH:14][CH:13]=1)[CH2:3][CH3:4].[OH-].[Na+]. (2) The reactants are: [OH:1][CH2:2][C:3]1[N:4]=[C:5]([C:8]2[N:9]([CH2:17][C:18]3[CH:23]=[CH:22][C:21]([O:24][CH3:25])=[CH:20][CH:19]=3)[C:10]([C:13]([OH:16])([CH3:15])[CH3:14])=[N:11][N:12]=2)[S:6][CH:7]=1.Br[C:27]1[CH:32]=[CH:31][C:30]([C:33]([OH:42])([C:38]([F:41])([F:40])[F:39])[C:34]([F:37])([F:36])[F:35])=[C:29]([Cl:43])[C:28]=1[Cl:44].P(C1CCCCC1)(C1CCCCC1)C1CCCCC1.[H+].[B-](F)(F)(F)F.C(O)(=O)C(C)(C)C.C([O-])([O-])=O.[Na+].[Na+]. Given the product [Cl:43][C:29]1[C:28]([Cl:44])=[C:27]([C:7]2[S:6][C:5]([C:8]3[N:9]([CH2:17][C:18]4[CH:19]=[CH:20][C:21]([O:24][CH3:25])=[CH:22][CH:23]=4)[C:10]([C:13]([OH:16])([CH3:14])[CH3:15])=[N:11][N:12]=3)=[N:4][C:3]=2[CH2:2][OH:1])[CH:32]=[CH:31][C:30]=1[C:33]([OH:42])([C:34]([F:35])([F:36])[F:37])[C:38]([F:39])([F:40])[F:41], predict the reactants needed to synthesize it. (3) Given the product [F:35][C@@H:36]1[CH2:40][CH2:39][N:38]([CH2:32][CH2:33][N:20]2[C:19](=[O:24])/[C:18](=[CH:17]/[C:13]3[CH:12]=[C:11]4[C:16](=[CH:15][CH:14]=3)[N:8]([CH2:7][C:6]3[CH:25]=[CH:26][C:3]([O:2][CH3:1])=[CH:4][C:5]=3[C:27]([F:30])([F:29])[F:28])[N:9]=[CH:10]4)/[S:22][C:21]2=[O:23])[CH2:37]1, predict the reactants needed to synthesize it. The reactants are: [CH3:1][O:2][C:3]1[CH:26]=[CH:25][C:6]([CH2:7][N:8]2[C:16]3[C:11](=[CH:12][C:13](/[CH:17]=[C:18]4/[C:19](=[O:24])[NH:20][C:21](=[O:23])[S:22]/4)=[CH:14][CH:15]=3)[CH:10]=[N:9]2)=[C:5]([C:27]([F:30])([F:29])[F:28])[CH:4]=1.Br[CH2:32][CH2:33]Cl.[F:35][C@@H:36]1[CH2:40][CH2:39][NH:38][CH2:37]1. (4) Given the product [C:11]([O:10][C:9]([NH:8][C:5]1[N:6]=[CH:7][C:2]([C:42]2[CH:47]=[CH:46][C:45]([S:48]([CH:51]3[CH2:56][CH2:55][CH2:54][N:53]([C:57]([O:59][C:60]([CH3:63])([CH3:62])[CH3:61])=[O:58])[CH2:52]3)(=[O:50])=[O:49])=[CH:44][CH:43]=2)=[N:3][C:4]=1[C:23]1[O:27][N:26]=[C:25]([C:28]2[CH:29]=[CH:30][CH:31]=[CH:32][CH:33]=2)[CH:24]=1)=[O:15])([CH3:12])([CH3:13])[CH3:14], predict the reactants needed to synthesize it. The reactants are: Br[C:2]1[N:3]=[C:4]([C:23]2[O:27][N:26]=[C:25]([C:28]3[CH:33]=[CH:32][CH:31]=[CH:30][CH:29]=3)[CH:24]=2)[C:5]([N:8](C(OC(C)(C)C)=O)[C:9](=[O:15])[O:10][C:11]([CH3:14])([CH3:13])[CH3:12])=[N:6][CH:7]=1.CC1(C)C(C)(C)OB([C:42]2[CH:47]=[CH:46][C:45]([S:48]([CH:51]3[CH2:56][CH2:55][CH2:54][N:53]([C:57]([O:59][C:60]([CH3:63])([CH3:62])[CH3:61])=[O:58])[CH2:52]3)(=[O:50])=[O:49])=[CH:44][CH:43]=2)O1.O.C([O-])([O-])=O.[Na+].[Na+]. (5) The reactants are: [O-]P([O-])([O-])=O.[K+].[K+].[K+].[CH2:9]([NH2:15])[CH2:10][CH2:11][CH2:12][CH2:13][CH3:14].I[C:17]1[CH:22]=[CH:21][CH:20]=[CH:19][CH:18]=1.C(O)CO. Given the product [C:17]1([CH2:14][CH2:13][CH2:12][CH2:11][CH2:10][CH2:9][NH2:15])[CH:22]=[CH:21][CH:20]=[CH:19][CH:18]=1, predict the reactants needed to synthesize it. (6) Given the product [CH:20]1([NH:23][C:15]([C:14]2[CH:18]=[CH:19][C:11]([N:7]3[C:8]4[C:4](=[CH:3][C:2]([NH:1][C:36]([C:32]5[CH:31]=[C:30]6[C:35](=[CH:34][CH:33]=5)[N:27]([CH2:26][CH2:25][OH:24])[CH:28]=[CH:29]6)=[O:37])=[CH:10][CH:9]=4)[CH:5]=[CH:6]3)=[CH:12][CH:13]=2)=[O:17])[CH2:22][CH2:21]1, predict the reactants needed to synthesize it. The reactants are: [NH2:1][C:2]1[CH:3]=[C:4]2[C:8](=[CH:9][CH:10]=1)[N:7]([C:11]1[CH:19]=[CH:18][C:14]([C:15]([OH:17])=O)=[CH:13][CH:12]=1)[CH:6]=[CH:5]2.[CH:20]1([NH2:23])[CH2:22][CH2:21]1.[OH:24][CH2:25][CH2:26][N:27]1[C:35]2[C:30](=[CH:31][C:32]([C:36](O)=[O:37])=[CH:33][CH:34]=2)[CH:29]=[CH:28]1.